Dataset: Forward reaction prediction with 1.9M reactions from USPTO patents (1976-2016). Task: Predict the product of the given reaction. (1) Given the reactants Cl[C:2]1[CH:7]=[C:6]([C:8]2[CH:13]=[CH:12][CH:11]=[C:10]([CH3:14])[C:9]=2[CH3:15])[N:5]=[C:4]([NH2:16])[N:3]=1.[Br:17][C:18]1[CH:19]=[CH:20][C:21]([NH:24][CH2:25][CH2:26][NH2:27])=[N:22][CH:23]=1, predict the reaction product. The product is: [Br:17][C:18]1[CH:19]=[CH:20][C:21]([NH:24][CH2:25][CH2:26][NH:27][C:2]2[CH:7]=[C:6]([C:8]3[CH:13]=[CH:12][CH:11]=[C:10]([CH3:14])[C:9]=3[CH3:15])[N:5]=[C:4]([NH2:16])[N:3]=2)=[N:22][CH:23]=1. (2) Given the reactants [O:1]1[CH2:6][CH2:5][CH:4]([C@@H:7]([OH:10])[CH2:8][OH:9])[CH2:3][CH2:2]1.N1C(C)=CC=CC=1C.[Si:19](Cl)([C:22]([CH3:25])([CH3:24])[CH3:23])([CH3:21])[CH3:20].[NH4+].[Cl-], predict the reaction product. The product is: [Si:19]([O:9][CH2:8][C@@H:7]([CH:4]1[CH2:5][CH2:6][O:1][CH2:2][CH2:3]1)[OH:10])([C:22]([CH3:25])([CH3:24])[CH3:23])([CH3:21])[CH3:20]. (3) Given the reactants [F:1][C:2]([F:31])([F:30])[CH2:3][NH:4][C:5]([C:7]1([CH2:20][CH2:21][O:22][Si](C(C)(C)C)(C)C)[C:19]2[CH:18]=[CH:17][CH:16]=[CH:15][C:14]=2[C:13]2[C:8]1=[CH:9][CH:10]=[CH:11][CH:12]=2)=[O:6], predict the reaction product. The product is: [F:1][C:2]([F:30])([F:31])[CH2:3][NH:4][C:5]([C:7]1([CH2:20][CH2:21][OH:22])[C:19]2[CH:18]=[CH:17][CH:16]=[CH:15][C:14]=2[C:13]2[C:8]1=[CH:9][CH:10]=[CH:11][CH:12]=2)=[O:6]. (4) Given the reactants [H-].[Al+3].[Li+].[H-].[H-].[H-].[Br:7][C:8]1[CH:9]=[C:10]2[C:15](=[CH:16][CH:17]=1)[N:14]=[C:13]([C:18](OC)=[O:19])[CH:12]=[C:11]2[CH3:22], predict the reaction product. The product is: [Br:7][C:8]1[CH:9]=[C:10]2[C:15](=[CH:16][CH:17]=1)[N:14]=[C:13]([CH2:18][OH:19])[CH:12]=[C:11]2[CH3:22]. (5) Given the reactants [CH:1]1[C:13]2[NH:12][C:11]3[C:6](=[CH:7][CH:8]=[CH:9][CH:10]=3)[C:5]=2[CH:4]=[CH:3][CH:2]=1.Br[C:15]1[CH:28]=[CH:27][C:18]2[O:19][C:20]3[CH:25]=[CH:24][C:23]([Br:26])=[CH:22][C:21]=3[C:17]=2[CH:16]=1.C(=O)([O-])[O-].[K+].[K+].C1OCCOCCOCCOCCOCCOC1, predict the reaction product. The product is: [Br:26][C:23]1[CH:24]=[CH:25][C:20]2[O:19][C:18]3[CH:27]=[CH:28][C:15]([N:12]4[C:11]5[CH:10]=[CH:9][CH:8]=[CH:7][C:6]=5[C:5]5[C:13]4=[CH:1][CH:2]=[CH:3][CH:4]=5)=[CH:16][C:17]=3[C:21]=2[CH:22]=1. (6) Given the reactants Cl.[CH2:2]([NH2:7])[CH:3]([NH2:6])[CH2:4][CH3:5].C(N(C(C)C)CC)(C)C.O=[C:18]([C:24](OCC)=[O:25])[C:19]([O:21][CH2:22][CH3:23])=[O:20], predict the reaction product. The product is: [CH2:4]([C:3]1[N:6]=[C:24]([OH:25])[C:18]([C:19]([O:21][CH2:22][CH3:23])=[O:20])=[N:7][CH:2]=1)[CH3:5]. (7) Given the reactants [Br:1][C:2]1[CH:10]=[CH:9][CH:8]=[C:7]2[C:3]=1[CH:4]=[C:5]([C:11]([OH:13])=O)[NH:6]2.[NH:14]1[CH2:18][CH2:17][CH2:16][CH2:15]1.C1C=NC2N(O)N=NC=2C=1.CCN(C(C)C)C(C)C.C(Cl)CCl, predict the reaction product. The product is: [Br:1][C:2]1[CH:10]=[CH:9][CH:8]=[C:7]2[C:3]=1[CH:4]=[C:5]([C:11]([N:14]1[CH2:18][CH2:17][CH2:16][CH2:15]1)=[O:13])[NH:6]2. (8) Given the reactants [F-].[K+].Cl[C:4]1[C:9](C2C(Cl)=CN=CN=2)=[C:8](Cl)[N:7]2[N:18]=[CH:19][N:20]=[C:6]2[N:5]=1.[CH3:21][CH:22]([CH3:26])[CH:23]([SH:25])[CH3:24].C(=O)([O-])[O-].[K+].[K+], predict the reaction product. The product is: [CH3:24][CH:23]([S:25][C:8]1[N:7]2[N:18]=[CH:19][N:20]=[C:6]2[N:5]=[CH:4][CH:9]=1)[CH:22]([CH3:26])[CH3:21]. (9) The product is: [O:40]=[C:39]1[N:8]2[CH2:13][CH2:12][N:11]([C:14]([O:16][C:17]([CH3:20])([CH3:19])[CH3:18])=[O:15])[CH2:10][CH:9]2[CH:21]([C:22]2[CH:23]=[CH:24][CH:25]=[CH:26][CH:27]=2)[O:28]1. Given the reactants CC(OC([N:8]1[CH2:13][CH2:12][N:11]([C:14]([O:16][C:17]([CH3:20])([CH3:19])[CH3:18])=[O:15])[CH2:10][CH:9]1[C:21](=[O:28])[C:22]1[CH:27]=[CH:26][CH:25]=[CH:24][CH:23]=1)=O)(C)C.[BH4-].[Na+].C(OCC)(=O)C.[H-].[Na+].[CH3:39][OH:40], predict the reaction product.